From a dataset of Full USPTO retrosynthesis dataset with 1.9M reactions from patents (1976-2016). Predict the reactants needed to synthesize the given product. (1) Given the product [Br:25][C:26]1[CH:33]=[CH:32][CH:31]=[CH:30][C:27]=1[C@@H:28]([OH:29])[CH:7]=[CH:2][CH2:3][CH2:4][CH2:5][CH3:6], predict the reactants needed to synthesize it. The reactants are: B([CH:2]1[CH2:7][CH2:6][CH2:5][CH2:4][CH2:3]1)[CH:2]1[CH2:7][CH2:6][CH2:5][CH2:4][CH2:3]1.C#CCCCC.[Zn](CC)CC.[Br:25][C:26]1[CH:33]=[CH:32][CH:31]=[CH:30][C:27]=1[CH:28]=[O:29]. (2) Given the product [CH3:1][C:2]1[CH:3]=[CH:4][C:5]([O:8][CH:9]2[CH2:14][CH2:13][CH:12]([N:16]3[CH2:19][CH:18]([NH:20][C:21]([CH2:23][NH:24][C:25](=[O:36])[C:26]4[CH:31]=[CH:30][CH:29]=[C:28]([C:32]([F:35])([F:33])[F:34])[CH:27]=4)=[O:22])[CH2:17]3)[CH2:11][CH2:10]2)=[N:6][CH:7]=1, predict the reactants needed to synthesize it. The reactants are: [CH3:1][C:2]1[CH:3]=[CH:4][C:5]([O:8][CH:9]2[CH2:14][CH2:13][C:12](=O)[CH2:11][CH2:10]2)=[N:6][CH:7]=1.[NH:16]1[CH2:19][CH:18]([NH:20][C:21]([CH2:23][NH:24][C:25](=[O:36])[C:26]2[CH:31]=[CH:30][CH:29]=[C:28]([C:32]([F:35])([F:34])[F:33])[CH:27]=2)=[O:22])[CH2:17]1.